From a dataset of Choline transporter screen with 302,306 compounds. Binary Classification. Given a drug SMILES string, predict its activity (active/inactive) in a high-throughput screening assay against a specified biological target. (1) The molecule is Fc1c(NC(=O)COc2ccc(C(=O)Nc3c(cccc3)C)cc2)cccc1. The result is 0 (inactive). (2) The compound is S(=O)(=O)(N1CCOCC1)c1ccc(cc1)c1n(c(SCC(=O)Nc2ccc(cc2)C)nn1)C. The result is 0 (inactive).